From a dataset of Full USPTO retrosynthesis dataset with 1.9M reactions from patents (1976-2016). Predict the reactants needed to synthesize the given product. (1) The reactants are: [CH3:1][O:2][C:3]1[C:7]2[CH:8]=[C:9]([C:13]#[C:14][CH2:15][CH2:16][N:17]3[CH2:21][CH2:20][O:19][C:18]3=[O:22])[CH:10]=[C:11]([CH3:12])[C:6]=2[O:5][N:4]=1.[CH2:23]([SnH:27]([CH2:32][CH2:33][CH2:34][CH3:35])[CH2:28][CH2:29][CH2:30][CH3:31])[CH2:24][CH2:25][CH3:26]. Given the product [CH3:1][O:2][C:3]1[C:7]2[CH:8]=[C:9]([C:13]([Sn:27]([CH2:28][CH2:29][CH2:30][CH3:31])([CH2:32][CH2:33][CH2:34][CH3:35])[CH2:23][CH2:24][CH2:25][CH3:26])=[CH:14][CH2:15][CH2:16][N:17]3[CH2:21][CH2:20][O:19][C:18]3=[O:22])[CH:10]=[C:11]([CH3:12])[C:6]=2[O:5][N:4]=1, predict the reactants needed to synthesize it. (2) Given the product [CH2:1]1[C:4]2([O:9][CH2:8][CH:7]([O:10][C:11]3[CH:16]=[CH:15][N:14]=[C:13]([CH2:18][OH:22])[C:12]=3[CH3:19])[CH2:6][O:5]2)[CH2:3][CH2:2]1, predict the reactants needed to synthesize it. The reactants are: [CH2:1]1[C:4]2([O:9][CH2:8][CH:7]([O:10][C:11]3[CH:16]=[CH:15][N+:14]([O-])=[C:13]([CH3:18])[C:12]=3[CH3:19])[CH2:6][O:5]2)[CH2:3][CH2:2]1.C(OC(=O)C)(=[O:22])C.C(N(CC)CC)C.[OH-].[Na+].[Cl-].[NH4+]. (3) The reactants are: [NH2:1][C:2]1[CH:3]=[CH:4][C:5]([F:18])=[C:6]([C@:8]2([CH3:17])[C@@H:14]([F:15])[CH2:13][O:12][CH2:11][C:10]([NH2:16])=[N:9]2)[CH:7]=1.[O:19]1[CH2:24][CH2:23][CH2:22][C:21](=O)[CH2:20]1. Given the product [F:15][C@H:14]1[CH2:13][O:12][CH2:11][C:10]([NH2:16])=[N:9][C@@:8]1([C:6]1[CH:7]=[C:2]([NH:1][CH:21]2[CH2:22][CH2:23][CH2:24][O:19][CH2:20]2)[CH:3]=[CH:4][C:5]=1[F:18])[CH3:17], predict the reactants needed to synthesize it. (4) Given the product [Si:1]([O:8][C@H:9]1[C@H:13]2[O:14][CH2:15][CH:16]([CH2:17][C:18]3[NH:26][C:25]4[C:20](=[N:21][C:22]([Cl:35])=[C:23]([F:34])[CH:24]=4)[CH:19]=3)[C@H:12]2[O:11][CH2:10]1)([C:4]([CH3:6])([CH3:5])[CH3:7])([CH3:2])[CH3:3], predict the reactants needed to synthesize it. The reactants are: [Si:1]([O:8][C@H:9]1[C@H:13]2[O:14][CH2:15][CH:16]([CH2:17][C:18]#[C:19][C:20]3[C:25]([NH:26]C(=O)OC(C)(C)C)=[CH:24][C:23]([F:34])=[C:22]([Cl:35])[N:21]=3)[C@H:12]2[O:11][CH2:10]1)([C:4]([CH3:7])([CH3:6])[CH3:5])([CH3:3])[CH3:2].C1CCN2C(=NCCC2)CC1. (5) Given the product [CH3:36][O:35][C:32]1[N:31]=[CH:30][C:29]([C@@H:8]([N:9]2[CH:13]=[CH:12][N:11]([CH2:14][CH2:15][CH2:16][C:17]3[CH:18]=[CH:19][C:20]4[CH2:26][CH2:25][CH2:24][CH2:23][NH:22][C:21]=4[N:27]=3)[C:10]2=[O:28])[CH2:7][C:6]([OH:37])=[O:5])=[CH:34][CH:33]=1, predict the reactants needed to synthesize it. The reactants are: C([O:5][C:6](=[O:37])[CH2:7][C@@H:8]([C:29]1[CH:30]=[N:31][C:32]([O:35][CH3:36])=[CH:33][CH:34]=1)[N:9]1[CH:13]=[CH:12][N:11]([CH2:14][CH2:15][CH2:16][C:17]2[CH:18]=[CH:19][C:20]3[CH2:26][CH2:25][CH2:24][CH2:23][NH:22][C:21]=3[N:27]=2)[C:10]1=[O:28])(C)(C)C.C(O)(C(F)(F)F)=O. (6) Given the product [Cl:1][C:2]1[CH:9]=[C:8]([O:10][CH3:11])[C:7]([CH3:12])=[CH:6][C:3]=1[CH2:4][C:14](=[O:15])[CH3:13], predict the reactants needed to synthesize it. The reactants are: [Cl:1][C:2]1[CH:9]=[C:8]([O:10][CH3:11])[C:7]([CH3:12])=[CH:6][C:3]=1[CH:4]=O.[CH3:13][C:14](O)=[O:15].